This data is from Catalyst prediction with 721,799 reactions and 888 catalyst types from USPTO. The task is: Predict which catalyst facilitates the given reaction. (1) Reactant: [Cl:1][CH2:2][C:3]([NH:5][C:6]1[CH:11]=[CH:10][CH:9]=[CH:8][N:7]=1)=[O:4].[S:12]1[CH:16]=[C:15]([CH:17]([NH:29][C:30]2[CH:35]=[CH:34][CH:33]=[CH:32][CH:31]=2)[C:18]([O:20][C@@H:21]2[CH:26]3[CH2:27][CH2:28][N:23]([CH2:24][CH2:25]3)[CH2:22]2)=[O:19])[C:14]2[CH:36]=[CH:37][CH:38]=[CH:39][C:13]1=2. Product: [Cl-:1].[S:12]1[CH:16]=[C:15]([CH:17]([NH:29][C:30]2[CH:35]=[CH:34][CH:33]=[CH:32][CH:31]=2)[C:18]([O:20][C@@H:21]2[CH:26]3[CH2:27][CH2:28][N+:23]([CH2:2][C:3](=[O:4])[NH:5][C:6]4[CH:11]=[CH:10][CH:9]=[CH:8][N:7]=4)([CH2:24][CH2:25]3)[CH2:22]2)=[O:19])[C:14]2[CH:36]=[CH:37][CH:38]=[CH:39][C:13]1=2. The catalyst class is: 25. (2) Reactant: Cl[C:2]1[CH:11]=[CH:10][C:5]([C:6]([NH:8][CH3:9])=[O:7])=[C:4]([NH:12][C:13]2[CH:18]=[CH:17][CH:16]=[CH:15][CH:14]=2)[N:3]=1.[CH2:19]([NH:23][C:24]([NH:26][CH2:27][C:28]1[CH:29]=[N:30][CH:31]=[CH:32][CH:33]=1)=[O:25])[CH2:20][C:21]#[CH:22].C(N(CC)CC)C. Product: [CH3:9][NH:8][C:6](=[O:7])[C:5]1[CH:10]=[CH:11][C:2]([C:22]#[C:21][CH2:20][CH2:19][NH:23][C:24]([NH:26][CH2:27][C:28]2[CH:29]=[N:30][CH:31]=[CH:32][CH:33]=2)=[O:25])=[N:3][C:4]=1[NH:12][C:13]1[CH:18]=[CH:17][CH:16]=[CH:15][CH:14]=1. The catalyst class is: 3. (3) Reactant: C([N:4]1[C:8]2[CH:9]([C:24]3[CH:29]=[CH:28][C:27]([Cl:30])=[CH:26][CH:25]=3)[N:10]([C:13]3[CH:22]=[C:21]([CH3:23])[C:16]4[N:17]=[N:18][N:19]([CH3:20])[C:15]=4[CH:14]=3)[C:11](=[O:12])[C:7]=2[N:6]=[C:5]1Br)C=C.[O-]P([O-])([O-])=O.[K+].[K+].[K+].[CH3:40]B1OB(C)OB(C)O1.CB1OB(C)OB(C)O1.CB1OB(C)OB(C)O1. Product: [Cl:30][C:27]1[CH:26]=[CH:25][C:24]([CH:9]2[C:8]3[NH:4][C:5]([CH3:40])=[N:6][C:7]=3[C:11](=[O:12])[N:10]2[C:13]2[CH:22]=[C:21]([CH3:23])[C:16]3[N:17]=[N:18][N:19]([CH3:20])[C:15]=3[CH:14]=2)=[CH:29][CH:28]=1. The catalyst class is: 669. (4) Reactant: O[C@@:2]([CH3:54])([C:5](=[O:53])[C@@H:6]([NH:11][C:12](=[O:52])[C@@H:13]([NH:21][C:22](=[O:51])[C@@H:23]([N:28](C)[C:29](=[O:49])[C@@H:30]([NH:39][C:40](=[O:48])[CH2:41][N:42]1[CH2:47][CH2:46][O:45][CH2:44][CH2:43]1)[CH2:31][CH2:32][C:33]1[CH:38]=[CH:37][CH:36]=[CH:35][CH:34]=1)[CH2:24][CH:25]([CH3:27])[CH3:26])[CH2:14][C:15]1[CH:20]=[CH:19][CH:18]=[CH:17][CH:16]=1)[CH2:7][CH:8]([CH3:10])[CH3:9])[CH2:3][I:4].[CH3:55][O:56][C:57]1[CH:71]=[CH:70][C:60]([CH2:61][O:62][C:63](=[O:69])[CH2:64][CH2:65][C:66]([OH:68])=[O:67])=[CH:59][CH:58]=1.C1CCC(N=C=NC2CCCCC2)CC1. Product: [C:66]([O:68][C@:2]([CH3:54])([CH2:3][I:4])[C:5](=[O:53])[C@H:6]([CH2:7][CH:8]([CH3:9])[CH3:10])[NH:11][C:12](=[O:52])[C@H:13]([CH2:14][C:15]1[CH:16]=[CH:17][CH:18]=[CH:19][CH:20]=1)[NH:21][C:22](=[O:51])[C@H:23]([CH2:24][CH:25]([CH3:27])[CH3:26])[NH:28][C:29](=[O:49])[C@H:30]([CH2:31][CH2:32][C:33]1[CH:38]=[CH:37][CH:36]=[CH:35][CH:34]=1)[NH:39][C:40](=[O:48])[CH2:41][N:42]1[CH2:43][CH2:44][O:45][CH2:46][CH2:47]1)(=[O:67])[CH2:65][CH2:64][C:63]([O:62][CH2:61][C:60]1[CH:59]=[CH:58][C:57]([O:56][CH3:55])=[CH:71][CH:70]=1)=[O:69]. The catalyst class is: 64. (5) Reactant: Cl[C:2]1[CH:7]=[C:6]([C:8]2[CH:13]=[CH:12][CH:11]=[CH:10][CH:9]=2)[N:5]=[C:4]([NH:14][C:15](=[O:29])[CH2:16][CH2:17][C:18]([C:20]2[CH:21]=[CH:22][C:23]3[O:27][CH2:26][CH2:25][C:24]=3[CH:28]=2)=[O:19])[CH:3]=1.C1(C2C=CC=CC=2)C=CC=CC=1P(C1CCCCC1)C1CCCCC1.C(=O)([O-])[O-].[K+].[K+].[CH3:61][O:62][C:63]1[CH:68]=[CH:67][C:66](B(O)O)=[CH:65][CH:64]=1. Product: [O:27]1[C:23]2[CH:22]=[CH:21][C:20]([C:18](=[O:19])[CH2:17][CH2:16][C:15]([NH:14][C:4]3[CH:3]=[C:2]([C:66]4[CH:67]=[CH:68][C:63]([O:62][CH3:61])=[CH:64][CH:65]=4)[CH:7]=[C:6]([C:8]4[CH:13]=[CH:12][CH:11]=[CH:10][CH:9]=4)[N:5]=3)=[O:29])=[CH:28][C:24]=2[CH2:25][CH2:26]1. The catalyst class is: 110. (6) Reactant: [CH3:1][C@H:2]1[CH2:11][C:9](=[O:10])[C:5](=[C:6]([CH3:8])[CH3:7])[CH2:4][CH2:3]1.CC(O)C.NCCCN.CC(O)C.[OH-].[K+].[H][H]. Product: [CH3:1][CH:2]1[CH2:11][CH:9]([OH:10])[C:5](=[C:6]([CH3:7])[CH3:8])[CH2:4][CH2:3]1. The catalyst class is: 41.